From a dataset of Full USPTO retrosynthesis dataset with 1.9M reactions from patents (1976-2016). Predict the reactants needed to synthesize the given product. (1) The reactants are: [F:1][C:2]1[CH:7]=[C:6]([C:8]([F:11])([F:10])[F:9])[CH:5]=[C:4]([F:12])[C:3]=1F.O.[NH2:15][NH2:16]. Given the product [F:1][C:2]1[CH:7]=[C:6]([C:8]([F:11])([F:10])[F:9])[CH:5]=[C:4]([F:12])[C:3]=1[NH:15][NH2:16], predict the reactants needed to synthesize it. (2) Given the product [CH3:33][O:28][C:4]([O:6][C:7]1[C:12]([NH:13][C:14]2[C:15]3[C:22]([CH3:23])=[C:21]([C:24]([NH2:27])=[O:25])[S:20][C:16]=3[N:17]=[CH:18][N:19]=2)=[CH:11][CH:10]=[CH:9][N:8]=1)([CH3:3])[CH3:5], predict the reactants needed to synthesize it. The reactants are: CO[CH2:3][CH:4]([O:6][C:7]1[C:12]([NH:13][C:14]2[C:15]3[C:22]([CH3:23])=[C:21]([C:24](O)=[O:25])[S:20][C:16]=3[N:17]=[CH:18][N:19]=2)=[CH:11][CH:10]=[CH:9][N:8]=1)[CH3:5].[NH3:27].[O:28]1[CH2:33]COCC1. (3) The reactants are: [N:1]1([C:7]2[CH:12]=[CH:11][C:10]([NH:13][C:14]([C:16]3[C:17]([C:22]4[CH:27]=[CH:26][C:25]([C:28]([F:31])([F:30])[F:29])=[CH:24][CH:23]=4)=[CH:18][CH:19]=[CH:20][CH:21]=3)=[O:15])=[CH:9][CH:8]=2)[CH2:6][CH2:5][NH:4][CH2:3][CH2:2]1.CCN(CC)CC.[C:39]([C:41]1[CH:42]=[C:43]([CH:47]=[CH:48][CH:49]=1)[C:44](Cl)=[O:45])#[N:40]. Given the product [C:39]([C:41]1[CH:42]=[C:43]([CH:47]=[CH:48][CH:49]=1)[C:44]([N:4]1[CH2:5][CH2:6][N:1]([C:7]2[CH:8]=[CH:9][C:10]([NH:13][C:14]([C:16]3[C:17]([C:22]4[CH:27]=[CH:26][C:25]([C:28]([F:29])([F:31])[F:30])=[CH:24][CH:23]=4)=[CH:18][CH:19]=[CH:20][CH:21]=3)=[O:15])=[CH:11][CH:12]=2)[CH2:2][CH2:3]1)=[O:45])#[N:40], predict the reactants needed to synthesize it.